This data is from Forward reaction prediction with 1.9M reactions from USPTO patents (1976-2016). The task is: Predict the product of the given reaction. (1) Given the reactants [F:1][C:2]1[CH:7]=[C:6]([O:8][C:9]2[CH:14]=[CH:13][CH:12]=[C:11]([F:15])[CH:10]=2)[CH:5]=[CH:4][C:3]=1[C:16]1[C:24]2[C:19](=[N:20][CH:21]=[N:22][C:23]=2[NH2:25])[N:18]([C@@H:26]2[CH2:30][CH2:29][NH:28][CH2:27]2)[N:17]=1.[C:31](O)(=[O:35])[C:32]#[C:33][CH3:34].CN(C(ON1N=NC2C=CC=NC1=2)=[N+](C)C)C.F[P-](F)(F)(F)(F)F.CCN(C(C)C)C(C)C, predict the reaction product. The product is: [NH2:25][C:23]1[N:22]=[CH:21][N:20]=[C:19]2[N:18]([C@@H:26]3[CH2:30][CH2:29][N:28]([C:31](=[O:35])[C:32]#[C:33][CH3:34])[CH2:27]3)[N:17]=[C:16]([C:3]3[CH:4]=[CH:5][C:6]([O:8][C:9]4[CH:14]=[CH:13][CH:12]=[C:11]([F:15])[CH:10]=4)=[CH:7][C:2]=3[F:1])[C:24]=12. (2) Given the reactants [CH3:1][O:2][C:3]1[CH:8]=[CH:7][C:6]([NH:9][C:10]2[C:15]([N+:16]([O-])=O)=[CH:14][N:13]=[C:12]([NH:19][C:20]3[CH:21]=[N:22][N:23]([CH:25]4[CH2:30][CH2:29][N:28]([CH3:31])[CH2:27][CH2:26]4)[CH:24]=3)[N:11]=2)=[CH:5][CH:4]=1, predict the reaction product. The product is: [CH3:1][O:2][C:3]1[CH:8]=[CH:7][C:6]([NH:9][C:10]2[C:15]([NH2:16])=[CH:14][N:13]=[C:12]([NH:19][C:20]3[CH:21]=[N:22][N:23]([CH:25]4[CH2:30][CH2:29][N:28]([CH3:31])[CH2:27][CH2:26]4)[CH:24]=3)[N:11]=2)=[CH:5][CH:4]=1. (3) Given the reactants [OH:1][C@H:2]1[CH2:6][CH2:5][N:4]([C:7]([O:9][CH2:10][C:11]2[CH:16]=[CH:15][CH:14]=[CH:13][CH:12]=2)=[O:8])[C@H:3]1[CH3:17].C[N+]1([O-])CCOCC1, predict the reaction product. The product is: [CH3:17][C@H:3]1[C:2](=[O:1])[CH2:6][CH2:5][N:4]1[C:7]([O:9][CH2:10][C:11]1[CH:16]=[CH:15][CH:14]=[CH:13][CH:12]=1)=[O:8]. (4) Given the reactants [CH3:1][CH:2]([C:4]1[CH:9]=[CH:8][C:7]([C:10]23[CH2:15][CH:14]2[C:13](=O)[NH:12][C:11]3=O)=[CH:6][CH:5]=1)[CH3:3].Cl.[OH-].[Na+], predict the reaction product. The product is: [NH3:12].[CH3:3][CH:2]([C:4]1[CH:5]=[CH:6][C:7]([C:10]23[CH2:15][CH:14]2[CH2:13][NH:12][CH2:11]3)=[CH:8][CH:9]=1)[CH3:1].